From a dataset of NCI-60 drug combinations with 297,098 pairs across 59 cell lines. Regression. Given two drug SMILES strings and cell line genomic features, predict the synergy score measuring deviation from expected non-interaction effect. Drug 1: CCC1=CC2CC(C3=C(CN(C2)C1)C4=CC=CC=C4N3)(C5=C(C=C6C(=C5)C78CCN9C7C(C=CC9)(C(C(C8N6C)(C(=O)OC)O)OC(=O)C)CC)OC)C(=O)OC.C(C(C(=O)O)O)(C(=O)O)O. Drug 2: C1CNP(=O)(OC1)N(CCCl)CCCl. Cell line: MOLT-4. Synergy scores: CSS=71.4, Synergy_ZIP=7.42, Synergy_Bliss=9.29, Synergy_Loewe=-50.5, Synergy_HSA=8.58.